This data is from Full USPTO retrosynthesis dataset with 1.9M reactions from patents (1976-2016). The task is: Predict the reactants needed to synthesize the given product. (1) Given the product [C:19]1([S:25]([N:9]2[C:8]3[CH:7]=[C:6]([C:3](=[O:5])[CH3:4])[CH:18]=[CH:17][C:16]=3[C:15]3[C:10]2=[CH:11][CH:12]=[CH:13][CH:14]=3)(=[O:27])=[O:26])[CH:24]=[CH:23][CH:22]=[CH:21][CH:20]=1, predict the reactants needed to synthesize it. The reactants are: [H-].[Na+].[C:3]([C:6]1[CH:18]=[CH:17][C:16]2[C:15]3[C:10](=[CH:11][CH:12]=[CH:13][CH:14]=3)[NH:9][C:8]=2[CH:7]=1)(=[O:5])[CH3:4].[C:19]1([S:25](Cl)(=[O:27])=[O:26])[CH:24]=[CH:23][CH:22]=[CH:21][CH:20]=1.C([O-])(O)=O.[Na+]. (2) Given the product [CH2:1]([N:8]([CH:29]([CH:31]1[CH2:32][CH2:33]1)[CH3:30])[C:9](=[O:28])[CH2:10][N:11]1[C:25](=[O:26])[C:14]2([C:22]3[C:17](=[CH:18][C:19]([C:23]4[NH:8][CH2:9][CH2:10][N:11]=4)=[CH:20][CH:21]=3)[CH2:16][CH2:15]2)[NH:13][C:12]1=[O:27])[C:2]1[CH:3]=[CH:4][CH:5]=[CH:6][CH:7]=1, predict the reactants needed to synthesize it. The reactants are: [CH2:1]([N:8]([CH:29]([CH:31]1[CH2:33][CH2:32]1)[CH3:30])[C:9](=[O:28])[CH2:10][N:11]1[C:25](=[O:26])[C:14]2([C:22]3[C:17](=[CH:18][C:19]([CH:23]=O)=[CH:20][CH:21]=3)[CH2:16][CH2:15]2)[NH:13][C:12]1=[O:27])[C:2]1[CH:7]=[CH:6][CH:5]=[CH:4][CH:3]=1.II.C([O-])([O-])=O.[K+].[K+]. (3) The reactants are: Cl[C:2]1[C:11]2[C:6](=[C:7]([N+:13]([O-:15])=[O:14])[C:8]([CH3:12])=[CH:9][CH:10]=2)[CH:5]=[CH:4][N:3]=1.Cl.C1C[O:20]CC1. Given the product [CH3:12][C:8]1[C:7]([N+:13]([O-:15])=[O:14])=[C:6]2[C:11](=[CH:10][CH:9]=1)[C:2](=[O:20])[NH:3][CH:4]=[CH:5]2, predict the reactants needed to synthesize it. (4) Given the product [C:1]1(/[CH:7]=[CH:8]/[S:9]([NH:12][C:13]2[CH:14]=[C:15]([CH:19]=[CH:20][C:21]([Cl:24])=[O:23])[CH:16]=[CH:17][CH:18]=2)(=[O:11])=[O:10])[CH:6]=[CH:5][CH:4]=[CH:3][CH:2]=1, predict the reactants needed to synthesize it. The reactants are: [C:1]1(/[CH:7]=[CH:8]/[S:9]([NH:12][C:13]2[CH:14]=[C:15]([CH:19]=[CH:20][C:21]([OH:23])=O)[CH:16]=[CH:17][CH:18]=2)(=[O:11])=[O:10])[CH:6]=[CH:5][CH:4]=[CH:3][CH:2]=1.[Cl:24]CCl.